This data is from Peptide-MHC class II binding affinity with 134,281 pairs from IEDB. The task is: Regression. Given a peptide amino acid sequence and an MHC pseudo amino acid sequence, predict their binding affinity value. This is MHC class II binding data. (1) The peptide sequence is HTLWSNGVLESDMII. The MHC is DRB1_0301 with pseudo-sequence DRB1_0301. The binding affinity (normalized) is 0.525. (2) The peptide sequence is GECQIVDKIDAAFKI. The MHC is DRB1_0802 with pseudo-sequence DRB1_0802. The binding affinity (normalized) is 0.369. (3) The binding affinity (normalized) is 0.184. The MHC is HLA-DPA10201-DPB10501 with pseudo-sequence HLA-DPA10201-DPB10501. The peptide sequence is NAGFKAAVAAAAVVP. (4) The peptide sequence is EVITKLGERKILRPRWI. The MHC is DRB5_0101 with pseudo-sequence DRB5_0101. The binding affinity (normalized) is 0.101. (5) The peptide sequence is GLTNTASHTRLSCDCDDK. The MHC is DRB1_1101 with pseudo-sequence DRB1_1101. The binding affinity (normalized) is 0. (6) The peptide sequence is DSYKFIPTLVAAVKQ. The MHC is HLA-DQA10101-DQB10501 with pseudo-sequence HLA-DQA10101-DQB10501. The binding affinity (normalized) is 0.0789. (7) The binding affinity (normalized) is 0.0612. The peptide sequence is CIPSLEAAVKQAYAA. The MHC is HLA-DPA10103-DPB10401 with pseudo-sequence HLA-DPA10103-DPB10401. (8) The peptide sequence is VASRKASNTILPLMA. The MHC is DRB3_0301 with pseudo-sequence DRB3_0301. The binding affinity (normalized) is 0.599.